From a dataset of Forward reaction prediction with 1.9M reactions from USPTO patents (1976-2016). Predict the product of the given reaction. (1) Given the reactants [Br-].[C:2]1([P+](C2C=CC=CC=2)(C2C=CC=CC=2)CCC)[CH:7]=CC=C[CH:3]=1.CC(C)([O-])C.[K+].[CH3:30][CH:31]1[CH2:36][CH:35]([CH:37]2[CH2:46][CH2:45][C:40]3([O:44][CH2:43][CH2:42][O:41]3)[CH2:39][CH2:38]2)[CH2:34][CH2:33][C:32]1=O, predict the reaction product. The product is: [CH3:30][CH:31]1[CH2:36][CH:35]([CH:37]2[CH2:46][CH2:45][C:40]3([O:44][CH2:43][CH2:42][O:41]3)[CH2:39][CH2:38]2)[CH2:34][CH2:33]/[C:32]/1=[CH:3]/[CH2:2][CH3:7]. (2) The product is: [CH2:1]([N:8]1[CH2:12][CH2:11][C:10]([CH3:17])([OH:13])[CH2:9]1)[C:2]1[CH:3]=[CH:4][CH:5]=[CH:6][CH:7]=1. Given the reactants [CH2:1]([N:8]1[CH2:12][CH2:11][C:10](=[O:13])[CH2:9]1)[C:2]1[CH:7]=[CH:6][CH:5]=[CH:4][CH:3]=1.C[Mg+].[Br-].[CH3:17]COCC.[NH4+].[Cl-], predict the reaction product. (3) Given the reactants [CH2:1]([OH:5])[CH2:2][C:3]#[CH:4].[H-].[Na+].Cl[C:9]1[N:14]=[CH:13][CH:12]=[CH:11][N:10]=1, predict the reaction product. The product is: [CH2:1]([O:5][C:9]1[N:14]=[CH:13][CH:12]=[CH:11][N:10]=1)[CH2:2][C:3]#[CH:4]. (4) Given the reactants C([O-])([O-])=O.[K+].[K+].[O:7]=[C:8]1[CH:13]=[C:12]([NH:14][C:15](=[O:28])[CH2:16][C:17]2[CH:22]=[CH:21][CH:20]=[C:19]([O:23][C:24]([F:27])([F:26])[F:25])[CH:18]=2)[CH:11]=[CH:10][NH:9]1.[Br:29][CH2:30][CH2:31][CH2:32][CH2:33]Br, predict the reaction product. The product is: [Br:29][CH2:30][CH2:31][CH2:32][CH2:33][N:9]1[CH:10]=[CH:11][C:12]([NH:14][C:15](=[O:28])[CH2:16][C:17]2[CH:22]=[CH:21][CH:20]=[C:19]([O:23][C:24]([F:25])([F:27])[F:26])[CH:18]=2)=[CH:13][C:8]1=[O:7]. (5) Given the reactants [NH2:1][CH2:2][CH2:3][CH2:4][CH2:5][CH2:6][CH2:7][O:8][CH2:9][CH2:10][CH2:11][CH2:12][C:13]1[CH:18]=[CH:17][C:16]([OH:19])=[C:15]([C@@H:20]([C:30]2[CH:35]=[CH:34][CH:33]=[CH:32][CH:31]=2)[CH2:21][CH2:22][N:23]([CH:27]([CH3:29])[CH3:28])[CH:24]([CH3:26])[CH3:25])[CH:14]=1.[CH2:36]([O:43][C:44]1[CH:49]=[CH:48][C:47]([C@@H:50]([O:53][Si:54]([C:57]([CH3:60])([CH3:59])[CH3:58])([CH3:56])[CH3:55])[CH2:51]Br)=[CH:46][C:45]=1[NH:61][S:62]([CH3:65])(=[O:64])=[O:63])[C:37]1[CH:42]=[CH:41][CH:40]=[CH:39][CH:38]=1.[I-].[K+].C(=O)([O-])O.[Na+], predict the reaction product. The product is: [NH3:1].[CH2:36]([O:43][C:44]1[CH:49]=[CH:48][C:47]([C@@H:50]([O:53][Si:54]([C:57]([CH3:58])([CH3:60])[CH3:59])([CH3:56])[CH3:55])[CH2:51][NH:1][CH2:2][CH2:3][CH2:4][CH2:5][CH2:6][CH2:7][O:8][CH2:9][CH2:10][CH2:11][CH2:12][C:13]2[CH:18]=[CH:17][C:16]([OH:19])=[C:15]([C@@H:20]([C:30]3[CH:35]=[CH:34][CH:33]=[CH:32][CH:31]=3)[CH2:21][CH2:22][N:23]([CH:27]([CH3:28])[CH3:29])[CH:24]([CH3:26])[CH3:25])[CH:14]=2)=[CH:46][C:45]=1[NH:61][S:62]([CH3:65])(=[O:63])=[O:64])[C:37]1[CH:42]=[CH:41][CH:40]=[CH:39][CH:38]=1. (6) Given the reactants [CH:1]1([C:7]([C:9]2[CH:14]=[CH:13][C:12]([CH3:15])=[CH:11][CH:10]=2)=[O:8])[CH2:6][CH2:5][CH2:4][CH2:3][CH2:2]1.C1C(=O)N([Br:23])C(=O)C1, predict the reaction product. The product is: [CH:1]1([C:7]([C:9]2[CH:14]=[CH:13][C:12]([CH2:15][Br:23])=[CH:11][CH:10]=2)=[O:8])[CH2:2][CH2:3][CH2:4][CH2:5][CH2:6]1.